Dataset: Forward reaction prediction with 1.9M reactions from USPTO patents (1976-2016). Task: Predict the product of the given reaction. (1) Given the reactants Cl[C:2]1[CH:7]=[C:6]([O:8][CH3:9])[N:5]=[CH:4][N:3]=1.[CH:10]([C:12]1[CH:13]=[C:14](B(O)O)[CH:15]=[CH:16][CH:17]=1)=[O:11], predict the reaction product. The product is: [CH3:9][O:8][C:6]1[N:5]=[CH:4][N:3]=[C:2]([C:16]2[CH:17]=[C:12]([CH:13]=[CH:14][CH:15]=2)[CH:10]=[O:11])[CH:7]=1. (2) Given the reactants [NH2:1][C:2]1[C:7]([C:8]([O:10][CH3:11])=[O:9])=[CH:6][CH:5]=[C:4](Cl)[N:3]=1.C([Sn](CCCC)(CCCC)[CH2:18][O:19][CH2:20][O:21][CH3:22])CCC.C(OCC)(=O)C.[F-].[K+], predict the reaction product. The product is: [NH2:1][C:2]1[C:7]([C:8]([O:10][CH3:11])=[O:9])=[CH:6][CH:5]=[C:4]([CH2:18][O:19][CH2:20][O:21][CH3:22])[N:3]=1. (3) Given the reactants [F:1][C:2]1[CH:3]=[C:4]([CH:29]=[C:30]([N:32]2[CH2:37][CH2:36][CH2:35][CH2:34][CH2:33]2)[CH:31]=1)[C:5]([NH:7][C:8]1[C:17]2[C:12](=[CH:13][CH:14]=[CH:15][CH:16]=2)[C:11]([O:18][C:19]2[CH:24]=[CH:23][N:22]=[C:21](S(C)(=O)=O)[N:20]=2)=[CH:10][CH:9]=1)=[O:6].[O:38]1[CH2:42][CH2:41][CH2:40][CH:39]1[CH2:43][NH2:44], predict the reaction product. The product is: [F:1][C:2]1[CH:3]=[C:4]([CH:29]=[C:30]([N:32]2[CH2:37][CH2:36][CH2:35][CH2:34][CH2:33]2)[CH:31]=1)[C:5]([NH:7][C:8]1[C:17]2[C:12](=[CH:13][CH:14]=[CH:15][CH:16]=2)[C:11]([O:18][C:19]2[CH:24]=[CH:23][N:22]=[C:21]([NH:44][CH2:43][CH:39]3[CH2:40][CH2:41][CH2:42][O:38]3)[N:20]=2)=[CH:10][CH:9]=1)=[O:6]. (4) Given the reactants [NH:1]1[CH2:6][NH:5][C:4](=[O:7])[NH:3][C:2]1=[O:8].[C:9](OC(=O)C)(=[O:11])[CH3:10].OS(O)(=O)=O.[C:21](O)(=[O:23])[CH3:22], predict the reaction product. The product is: [C:9]([N:1]1[CH2:6][N:5]([C:21](=[O:23])[CH3:22])[C:4](=[O:7])[NH:3][C:2]1=[O:8])(=[O:11])[CH3:10]. (5) Given the reactants [CH3:1][NH:2][C:3]([C:5]1[C:13]2[CH:12]=[C:11]3[C:14](=[CH2:28])[CH2:15][N:16]([S:24]([CH3:27])(=[O:26])=[O:25])[CH2:17][CH2:18][N:19]([S:20]([CH3:23])(=[O:22])=[O:21])[C:10]3=[N:9][C:8]=2[O:7][C:6]=1[C:29]1[CH:34]=[CH:33][C:32]([F:35])=[CH:31][CH:30]=1)=[O:4], predict the reaction product. The product is: [CH3:1][NH:2][C:3]([C:5]1[C:13]2[CH:12]=[C:11]3[CH:14]([CH3:28])[CH2:15][N:16]([S:24]([CH3:27])(=[O:26])=[O:25])[CH2:17][CH2:18][N:19]([S:20]([CH3:23])(=[O:21])=[O:22])[C:10]3=[N:9][C:8]=2[O:7][C:6]=1[C:29]1[CH:34]=[CH:33][C:32]([F:35])=[CH:31][CH:30]=1)=[O:4]. (6) The product is: [F:1][C:2]1[CH:7]=[CH:6][C:5]([C:8]2([C:18]3[CH:19]=[CH:20][C:21]([F:24])=[CH:22][CH:23]=3)[CH2:12][CH2:11][N:10]([CH2:13][C:14]([NH:47][C:48]3[CH:55]=[CH:54][C:51]([C:52]#[N:53])=[CH:50][N:49]=3)=[O:16])[C:9]2=[O:17])=[CH:4][CH:3]=1. Given the reactants [F:1][C:2]1[CH:7]=[CH:6][C:5]([C:8]2([C:18]3[CH:23]=[CH:22][C:21]([F:24])=[CH:20][CH:19]=3)[CH2:12][CH2:11][N:10]([CH2:13][C:14]([OH:16])=O)[C:9]2=[O:17])=[CH:4][CH:3]=1.O=C1C(C2C=CC=CC=2)(C2C=CC=CC=2)CCN1CC(O)=O.[NH2:47][C:48]1[CH:55]=[CH:54][C:51]([C:52]#[N:53])=[CH:50][N:49]=1.FC(F)(F)C1C=CC(N)=NC=1, predict the reaction product. (7) Given the reactants [C:1]([OH:8])(=[O:7])/[CH:2]=[CH:3]/[C:4]([OH:6])=[O:5].[CH2:9]([N:11]([CH2:48][CH3:49])[CH2:12][CH2:13][N:14]([CH2:32][CH2:33][NH:34][CH2:35][CH2:36][C:37]1[C:45]2[S:44][C:43](=[O:46])[NH:42][C:41]=2[C:40]([OH:47])=[CH:39][CH:38]=1)[C:15](=[O:31])[CH2:16][CH2:17][O:18][CH2:19][CH2:20][C:21]1[C:30]2[C:25](=[CH:26][CH:27]=[CH:28][CH:29]=2)[CH:24]=[CH:23][CH:22]=1)[CH3:10], predict the reaction product. The product is: [C:1]([OH:8])(=[O:7])/[CH:2]=[CH:3]/[C:4]([OH:6])=[O:5].[CH2:48]([N:11]([CH2:9][CH3:10])[CH2:12][CH2:13][N:14]([CH2:32][CH2:33][NH:34][CH2:35][CH2:36][C:37]1[C:45]2[S:44][C:43](=[O:46])[NH:42][C:41]=2[C:40]([OH:47])=[CH:39][CH:38]=1)[C:15](=[O:31])[CH2:16][CH2:17][O:18][CH2:19][CH2:20][C:21]1[C:30]2[C:25](=[CH:26][CH:27]=[CH:28][CH:29]=2)[CH:24]=[CH:23][CH:22]=1)[CH3:49]. (8) Given the reactants C1CCN2C(=NCCC2)CC1.O[CH2:13][C:14]1[CH:15]=[CH:16][C:17]([C:20](=[O:25])[CH2:21][CH:22]([CH3:24])[CH3:23])=[N:18][CH:19]=1.C1(P([N:40]=[N+:41]=[N-:42])(C2C=CC=CC=2)=O)C=CC=CC=1, predict the reaction product. The product is: [N:40]([CH2:13][C:14]1[CH:15]=[CH:16][C:17]([C:20](=[O:25])[CH2:21][CH:22]([CH3:24])[CH3:23])=[N:18][CH:19]=1)=[N+:41]=[N-:42]. (9) The product is: [CH3:15][N:16]1[CH:20]=[C:19]([NH:21][C:22]2[CH:27]=[C:26]([NH:1][C:2]3[C:7]4[C:8](=[O:14])[N:9]([CH3:13])[CH2:10][CH2:11][O:12][C:6]=4[CH:5]=[CH:4][CH:3]=3)[C:25]([C:29]([F:31])([F:30])[F:32])=[CH:24][N:23]=2)[C:18]([CH3:33])=[N:17]1. Given the reactants [NH2:1][C:2]1[C:7]2[C:8](=[O:14])[N:9]([CH3:13])[CH2:10][CH2:11][O:12][C:6]=2[CH:5]=[CH:4][CH:3]=1.[CH3:15][N:16]1[CH:20]=[C:19]([NH:21][C:22]2[CH:27]=[C:26](I)[C:25]([C:29]([F:32])([F:31])[F:30])=[CH:24][N:23]=2)[C:18]([CH3:33])=[N:17]1, predict the reaction product. (10) Given the reactants [CH2:1]([NH:8][CH:9]1[CH2:14][CH2:13][CH2:12][CH2:11][CH2:10]1)[C:2]1[CH:7]=[CH:6][CH:5]=[CH:4][CH:3]=1.C(OC([NH:22][CH2:23][CH2:24][CH2:25][CH2:26][C@H:27]([NH:31]C(OCC1C2C=CC=CC=2C2C1=CC=CC=2)=O)[C:28](O)=[O:29])=O)(C)(C)C.[C:49]([NH:57][C:58]1[N:66]=[CH:65][N:64]=[C:63]2[C:59]=1[N:60]=[CH:61][N:62]2[CH2:67][C:68]([OH:70])=O)(=[O:56])[C:50]1[CH:55]=[CH:54][CH:53]=[CH:52][CH:51]=1, predict the reaction product. The product is: [NH2:22][CH2:23][CH2:24][CH2:25][CH2:26][C@H:27]([NH:31][C:68]([CH2:67][N:62]1[CH:61]=[N:60][C:59]2[C:63]1=[N:64][CH:65]=[N:66][C:58]=2[NH:57][C:49](=[O:56])[C:50]1[CH:51]=[CH:52][CH:53]=[CH:54][CH:55]=1)=[O:70])[C:28](=[O:29])[N:8]([CH2:1][C:2]1[CH:7]=[CH:6][CH:5]=[CH:4][CH:3]=1)[CH:9]1[CH2:10][CH2:11][CH2:12][CH2:13][CH2:14]1.